This data is from Full USPTO retrosynthesis dataset with 1.9M reactions from patents (1976-2016). The task is: Predict the reactants needed to synthesize the given product. (1) Given the product [Cl:8][C:6]1[CH:7]=[C:2]([C:15]2[CH:16]=[C:11]([CH:12]=[CH:13][CH:14]=2)[CH:9]=[O:10])[N:3]=[N:4][CH:5]=1, predict the reactants needed to synthesize it. The reactants are: Cl[C:2]1[N:3]=[N:4][CH:5]=[C:6]([Cl:8])[CH:7]=1.[CH:9]([C:11]1[CH:12]=[C:13](B(O)O)[CH:14]=[CH:15][CH:16]=1)=[O:10]. (2) Given the product [F:15][C:16]([F:24])([F:23])[C:17]1([F:22])[O:21][C:18]1([F:20])[F:19].[CH2:9]1[O:10][CH:11]1[CH3:12], predict the reactants needed to synthesize it. The reactants are: [F-].[Cs+].[CH3:9][O:10][CH2:11][CH2:12]OC[CH2:9][O:10][CH2:11][CH2:12]OC.[F:15][C:16]([F:24])([F:23])[C:17]1([F:22])[O:21][C:18]1([F:20])[F:19].C1OC1C.C(Cl)(=O)C. (3) The reactants are: [NH2:1][C:2]1[C:3]([F:22])=[C:4]([C:18]([F:21])=[CH:19][CH:20]=1)[C:5]([C:7]1[C:15]2[C:10](=[N:11][CH:12]=[C:13]([C:16]#[N:17])[CH:14]=2)[NH:9][CH:8]=1)=[O:6].[F:23][C:24]1[CH:29]=[CH:28][C:27]([F:30])=[CH:26][C:25]=1[S:31](Cl)(=[O:33])=[O:32].Cl. Given the product [C:16]([C:13]1[CH:14]=[C:15]2[C:7]([C:5]([C:4]3[C:3]([F:22])=[C:2]([NH:1][S:31]([C:25]4[CH:26]=[C:27]([F:30])[CH:28]=[CH:29][C:24]=4[F:23])(=[O:33])=[O:32])[CH:20]=[CH:19][C:18]=3[F:21])=[O:6])=[CH:8][NH:9][C:10]2=[N:11][CH:12]=1)#[N:17], predict the reactants needed to synthesize it.